This data is from Catalyst prediction with 721,799 reactions and 888 catalyst types from USPTO. The task is: Predict which catalyst facilitates the given reaction. Reactant: [OH:1][CH:2]1[CH2:7][CH2:6][C:5]([C:9]([C:11]2[C:19]3[C:14](=[N:15][CH:16]=[C:17]([C:20]4[CH:25]=[C:24]([O:26][CH3:27])[C:23]([O:28][CH3:29])=[C:22]([O:30][CH3:31])[CH:21]=4)[N:18]=3)[NH:13][CH:12]=2)=[O:10])([CH3:8])[CH2:4][CH2:3]1.C1(P(C2C=CC=CC=2)C2C=CC=CC=2)C=CC=CC=1.[CH:51](O)=[O:52].N(C(OCC)=O)=NC(OCC)=O. Product: [CH3:8][C:5]1([C:9]([C:11]2[C:19]3[C:14](=[N:15][CH:16]=[C:17]([C:20]4[CH:21]=[C:22]([O:30][CH3:31])[C:23]([O:28][CH3:29])=[C:24]([O:26][CH3:27])[CH:25]=4)[N:18]=3)[NH:13][CH:12]=2)=[O:10])[CH2:4][CH2:3][CH:2]([O:1][CH:51]=[O:52])[CH2:7][CH2:6]1. The catalyst class is: 1.